Predict the reactants needed to synthesize the given product. From a dataset of Full USPTO retrosynthesis dataset with 1.9M reactions from patents (1976-2016). Given the product [F:1][C:2]1[CH:3]=[C:4]2[C:9](=[CH:10][CH:11]=1)[N:8]=[C:7]([O:12][CH3:13])[C:6]([NH:14][C:15]([N:30]1[CH2:31][CH2:32][N:27]([C:22]3[CH:23]=[CH:24][CH:25]=[CH:26][C:21]=3[CH3:20])[CH2:28][CH2:29]1)=[O:19])=[N:5]2, predict the reactants needed to synthesize it. The reactants are: [F:1][C:2]1[CH:3]=[C:4]2[C:9](=[CH:10][CH:11]=1)[N:8]=[C:7]([O:12][CH3:13])[C:6]([NH:14][C:15](=[O:19])OCC)=[N:5]2.[CH3:20][C:21]1[CH:26]=[CH:25][CH:24]=[CH:23][C:22]=1[N:27]1[CH2:32][CH2:31][NH:30][CH2:29][CH2:28]1.